This data is from Retrosynthesis with 50K atom-mapped reactions and 10 reaction types from USPTO. The task is: Predict the reactants needed to synthesize the given product. (1) Given the product CC(C)(C)CC(=O)c1ccc(CN)cn1, predict the reactants needed to synthesize it. The reactants are: CC(C)(C)CC(=O)c1ccc(CNC(=O)OC(C)(C)C)cn1. (2) Given the product CC1(C)O[C@H]2[C@H](c3cnc4c(N)nccn34)CC[C@H]2O1, predict the reactants needed to synthesize it. The reactants are: CC1(C)O[C@H]2[C@H](c3cnc4c(Cl)nccn34)CC[C@H]2O1.N. (3) Given the product Cc1c(C(=O)O)sc2cc(C(F)(F)F)ccc12, predict the reactants needed to synthesize it. The reactants are: COC(=O)c1sc2cc(C(F)(F)F)ccc2c1C. (4) Given the product CCOC(=O)C1(NC(=O)c2cccc(C(F)(F)F)c2C=C(C)C)Cc2ccccc2C1, predict the reactants needed to synthesize it. The reactants are: CC(C)=CB1OC(C)(C)C(C)(C)O1.CCOC(=O)C1(NC(=O)c2cccc(C(F)(F)F)c2I)Cc2ccccc2C1. (5) Given the product CC(C)C[C@H](NC(=O)OC(C)(C)C)C(=O)OC[C@@H]1[C@H]2OC(C)(C)O[C@H]2[C@H](c2c[nH]c3c(N=[N+]=[N-])ncnc23)N1C(=O)OC(C)(C)C, predict the reactants needed to synthesize it. The reactants are: CC(C)(C)OC(=O)N1[C@@H](c2c[nH]c3c(N=[N+]=[N-])ncnc23)[C@@H]2OC(C)(C)O[C@@H]2[C@@H]1CO.CC(C)C[C@H](NC(=O)OC(C)(C)C)C(=O)O. (6) Given the product CC(C)(C)OC(=O)N1CCC(CN)(c2ccccc2)CC1, predict the reactants needed to synthesize it. The reactants are: CC(C)(C)OC(=O)N1CCC(C#N)(c2ccccc2)CC1. (7) Given the product COc1ccc2cc(C3(C(C)Br)OCC(C)(C)CO3)ccc2c1, predict the reactants needed to synthesize it. The reactants are: COc1ccc2cc(C3(C(C)Br)OCC(C)(C)CO3)ccc2c1Br. (8) Given the product C#C/C=C(\CC)c1cccc(O)c1, predict the reactants needed to synthesize it. The reactants are: C#C/C=C(\CC)c1cccc(O[Si](C)(C)C(C)(C)C)c1. (9) Given the product CC(=O)Nc1nc(Cl)c(NC=O)c(N[C@@H]2C=C[C@H](CO)C2)n1, predict the reactants needed to synthesize it. The reactants are: CC(=O)Nc1nc(Cl)c(NC=O)c(Cl)n1.N[C@H]1C=C[C@@H](CO)C1. (10) Given the product N#Cc1cccc(C2CC2)c1, predict the reactants needed to synthesize it. The reactants are: N#Cc1cccc(I)c1.OB(O)C1CC1.